This data is from Full USPTO retrosynthesis dataset with 1.9M reactions from patents (1976-2016). The task is: Predict the reactants needed to synthesize the given product. Given the product [ClH:25].[ClH:25].[Cl:25][C:21]1[CH:20]=[C:19]2[C:24]([C:15]([NH:14][CH:11]3[CH2:12][CH2:13][NH:8][CH2:9][CH2:10]3)=[CH:16][CH:17]=[N:18]2)=[CH:23][CH:22]=1, predict the reactants needed to synthesize it. The reactants are: C(OC([N:8]1[CH2:13][CH2:12][CH:11]([NH:14][C:15]2[C:24]3[C:19](=[CH:20][C:21]([Cl:25])=[CH:22][CH:23]=3)[N:18]=[CH:17][CH:16]=2)[CH2:10][CH2:9]1)=O)(C)(C)C.